Dataset: Catalyst prediction with 721,799 reactions and 888 catalyst types from USPTO. Task: Predict which catalyst facilitates the given reaction. (1) Reactant: [CH3:1][Si:2]([CH3:46])([CH3:45])[CH2:3][CH2:4][O:5][CH2:6][N:7]([CH2:37][O:38][CH2:39][CH2:40][Si:41]([CH3:44])([CH3:43])[CH3:42])[C:8]1[N:13]2[N:14]=[CH:15][C:16]([C:17]3[CH:18]=[N:19][C:20](Cl)=[CH:21][CH:22]=3)=[C:12]2[N:11]=[C:10]([CH:24]2[CH2:29][CH2:28][N:27]([C:30]([O:32][C:33]([CH3:36])([CH3:35])[CH3:34])=[O:31])[CH2:26][CH2:25]2)[CH:9]=1.[F:47][C:48]1[CH:53]=[CH:52][CH:51]=[CH:50][C:49]=1B(O)O.C(Cl)Cl.[O-]P([O-])([O-])=O.[K+].[K+].[K+].O. Product: [CH3:1][Si:2]([CH3:46])([CH3:45])[CH2:3][CH2:4][O:5][CH2:6][N:7]([CH2:37][O:38][CH2:39][CH2:40][Si:41]([CH3:44])([CH3:43])[CH3:42])[C:8]1[N:13]2[N:14]=[CH:15][C:16]([C:17]3[CH:18]=[N:19][C:20]([C:49]4[CH:50]=[CH:51][CH:52]=[CH:53][C:48]=4[F:47])=[CH:21][CH:22]=3)=[C:12]2[N:11]=[C:10]([CH:24]2[CH2:29][CH2:28][N:27]([C:30]([O:32][C:33]([CH3:36])([CH3:35])[CH3:34])=[O:31])[CH2:26][CH2:25]2)[CH:9]=1. The catalyst class is: 117. (2) Reactant: [OH:1][CH2:2][CH2:3][C:4]1[CH:9]=[CH:8][C:7]([OH:10])=[CH:6][CH:5]=1.[Cl:11][C:12]1[N:13]=[N:14][C:15](Cl)=[CH:16][CH:17]=1.C([O-])([O-])=O.[K+].[K+]. Product: [Cl:11][C:12]1[N:13]=[N:14][C:15]([O:10][C:7]2[CH:8]=[CH:9][C:4]([CH2:3][CH2:2][OH:1])=[CH:5][CH:6]=2)=[CH:16][CH:17]=1. The catalyst class is: 3. (3) Reactant: C([O:3][C:4](=O)[C:5]([F:15])([F:14])[CH2:6][CH2:7][C:8]1[CH:13]=[CH:12][CH:11]=[CH:10][CH:9]=1)C.[BH4-].[Na+].Cl. Product: [F:14][C:5]([F:15])([CH2:6][CH2:7][C:8]1[CH:13]=[CH:12][CH:11]=[CH:10][CH:9]=1)[CH2:4][OH:3]. The catalyst class is: 88. (4) Reactant: [CH2:1]([O:8][C:9]([N:11]1[CH2:16][CH2:15][CH2:14][CH:13]([CH2:17]OS(C)(=O)=O)[CH2:12]1)=[O:10])[C:2]1[CH:7]=[CH:6][CH:5]=[CH:4][CH:3]=1.[C-:23]#[N:24].[Na+].O. Product: [CH2:1]([O:8][C:9]([N:11]1[CH2:16][CH2:15][CH2:14][CH:13]([CH2:17][C:23]#[N:24])[CH2:12]1)=[O:10])[C:2]1[CH:7]=[CH:6][CH:5]=[CH:4][CH:3]=1. The catalyst class is: 16. (5) Reactant: [N+:1]([C:4]1[CH:5]=[C:6]2[C:10](=[CH:11][CH:12]=1)[N:9]([C:13](=[S:15])[NH2:14])[CH2:8][CH2:7]2)([O-:3])=[O:2].[CH3:16]I. Product: [N+:1]([C:4]1[CH:5]=[C:6]2[C:10](=[CH:11][CH:12]=1)[N:9]([C:13]([S:15][CH3:16])=[NH:14])[CH2:8][CH2:7]2)([O-:3])=[O:2]. The catalyst class is: 9. (6) Reactant: C[O:2][C:3](=[O:28])[CH2:4][C:5]1[C:9]2[C:10]([CH3:27])=[CH:11][C:12]([O:15][CH2:16][C:17]3[N:21]([CH3:22])[N:20]=[C:19]([C:23]([F:26])([F:25])[F:24])[CH:18]=3)=[C:13]([F:14])[C:8]=2[S:7][CH:6]=1.C1COCC1.[OH-].[Na+].Cl. Product: [F:14][C:13]1[C:8]2[S:7][CH:6]=[C:5]([CH2:4][C:3]([OH:28])=[O:2])[C:9]=2[C:10]([CH3:27])=[CH:11][C:12]=1[O:15][CH2:16][C:17]1[N:21]([CH3:22])[N:20]=[C:19]([C:23]([F:26])([F:25])[F:24])[CH:18]=1. The catalyst class is: 5. (7) Reactant: [Br:1][C:2]1[CH:3]=[CH:4][C:5]([NH:12][C:13]2[C:18]([O:19][CH3:20])=[CH:17][C:16]([C:21]3[CH:26]=[CH:25][C:24]([Cl:27])=[C:23]([CH3:28])[CH:22]=3)=[C:15]([F:29])[CH:14]=2)=[C:6]([CH:11]=1)[C:7](OC)=[O:8].C(OCC)C.[H-].[Al+3].[Li+].[H-].[H-].[H-].[OH-].[Na+]. Product: [Br:1][C:2]1[CH:3]=[CH:4][C:5]([NH:12][C:13]2[C:18]([O:19][CH3:20])=[CH:17][C:16]([C:21]3[CH:26]=[CH:25][C:24]([Cl:27])=[C:23]([CH3:28])[CH:22]=3)=[C:15]([F:29])[CH:14]=2)=[C:6]([CH2:7][OH:8])[CH:11]=1. The catalyst class is: 6. (8) Reactant: [CH:1]([N:4]1[CH:8]=[C:7]([N+:9]([O-])=O)[CH:6]=[N:5]1)([CH3:3])[CH3:2]. Product: [CH:1]([N:4]1[CH:8]=[C:7]([NH2:9])[CH:6]=[N:5]1)([CH3:3])[CH3:2]. The catalyst class is: 50.